This data is from Reaction yield outcomes from USPTO patents with 853,638 reactions. The task is: Predict the reaction yield, written as a fraction of the theoretical maximum amount of product (1.0 means a 100% yield; for example, 0.34 means a 34% yield). (1) The reactants are O1CCCCC1[N:7]1[C:15]2[C:10](=[CH:11][C:12]([C:16]3[N:20]=[CH:19][N:18](C(C4C=CC=CC=4)(C4C=CC=CC=4)C4C=CC=CC=4)[N:17]=3)=[CH:13][CH:14]=2)[C:9]([C:40]2[CH:41]=[C:42]([NH2:46])[CH:43]=[CH:44][CH:45]=2)=[N:8]1.Cl[CH2:48][C:49](Cl)=[O:50].C(N(CC)C(C)C)(C)C.[NH:61]1[CH2:66][CH2:65][O:64][CH2:63][CH2:62]1. The catalyst is O1CCCC1.O. The product is [NH:18]1[CH:19]=[N:20][C:16]([C:12]2[CH:11]=[C:10]3[C:15](=[CH:14][CH:13]=2)[NH:7][N:8]=[C:9]3[C:40]2[CH:41]=[C:42]([NH:46][C:49](=[O:50])[CH2:48][N:61]3[CH2:66][CH2:65][O:64][CH2:63][CH2:62]3)[CH:43]=[CH:44][CH:45]=2)=[N:17]1. The yield is 0.490. (2) The reactants are [C:1]12([CH2:11][O:12][C:13]3[C:22](Cl)=[CH:21][C:16]([C:17]([O:19][CH3:20])=[O:18])=[CH:15][N:14]=3)[CH2:10][CH:5]3[CH2:6][CH:7]([CH2:9][CH:3]([CH2:4]3)[CH2:2]1)[CH2:8]2.[CH:24]1(B(O)O)[CH2:26][CH2:25]1.P([O-])([O-])([O-])=O.[K+].[K+].[K+].F[B-](F)(F)F.C1(P(C2CCCCC2)C2CCCCC2)CCCCC1. The catalyst is C1(C)C=CC=CC=1.C([O-])(=O)C.[Pd+2].C([O-])(=O)C. The product is [C:1]12([CH2:11][O:12][C:13]3[C:22]([CH:24]4[CH2:26][CH2:25]4)=[CH:21][C:16]([C:17]([O:19][CH3:20])=[O:18])=[CH:15][N:14]=3)[CH2:10][CH:5]3[CH2:6][CH:7]([CH2:9][CH:3]([CH2:4]3)[CH2:2]1)[CH2:8]2. The yield is 0.890. (3) The reactants are [N:1]1[CH:6]=[CH:5][C:4]([C:7]([OH:9])=[O:8])=[CH:3][N:2]=1.OS(O)(=O)=O.[CH2:15](O)[CH3:16]. No catalyst specified. The product is [CH2:15]([O:8][C:7]([C:4]1[CH:5]=[CH:6][N:1]=[N:2][CH:3]=1)=[O:9])[CH3:16]. The yield is 0.790. (4) The reactants are F[C:2]1[CH:7]=[CH:6][CH:5]=[C:4]([F:8])[C:3]=1[N+:9]([O-:11])=[O:10].[C:12](=O)([O-])[O-].[K+].[K+].C[C:19](C)([C:23]([O-:25])=[O:24])[C:20]([O-:22])=O.Cl.CN(C)[CH:30]=[O:31]. No catalyst specified. The product is [F:8][C:4]1[C:3]([N+:9]([O-:11])=[O:10])=[C:2]([CH:19]([C:20]([O:31][CH3:30])=[O:22])[C:23]([O:25][CH3:12])=[O:24])[CH:7]=[CH:6][CH:5]=1. The yield is 0.540. (5) The reactants are Cl[C:2]1[CH:3]=[C:4]([CH:8]=[CH:9][N:10]=1)[C:5]([OH:7])=[O:6].[NH:11]1[CH2:15][CH2:14][CH2:13][CH2:12]1. No catalyst specified. The product is [N:11]1([C:2]2[CH:3]=[C:4]([CH:8]=[CH:9][N:10]=2)[C:5]([OH:7])=[O:6])[CH2:15][CH2:14][CH2:13][CH2:12]1. The yield is 0.310. (6) The reactants are C(OC([NH:8][C:9]1[S:18][C:12]2=[N:13][C:14]([CH3:17])=[CH:15][CH:16]=[C:11]2[C:10]=1[C:19]([OH:21])=[O:20])=O)(C)(C)C.[F:22][C:23]([F:28])([F:27])[C:24]([OH:26])=[O:25]. No catalyst specified. The product is [F:22][C:23]([F:28])([F:27])[C:24]([OH:26])=[O:25].[NH2:8][C:9]1[S:18][C:12]2=[N:13][C:14]([CH3:17])=[CH:15][CH:16]=[C:11]2[C:10]=1[C:19]([OH:21])=[O:20]. The yield is 0.630. (7) The reactants are [CH3:1][C:2]1[NH:3][C:4]2[C:9]([CH:10]=1)=[CH:8][CH:7]=[CH:6][CH:5]=2.C([Mg]Br)C.[CH3:15][C:16]1([CH3:24])[C:18]([CH3:20])([CH3:19])[CH:17]1[C:21](Cl)=[O:22]. The catalyst is ClCCl.[Cl-].[Zn+2].[Cl-]. The product is [CH3:1][C:2]1[NH:3][C:4]2[C:9]([C:10]=1[C:21]([CH:17]1[C:18]([CH3:20])([CH3:19])[C:16]1([CH3:24])[CH3:15])=[O:22])=[CH:8][CH:7]=[CH:6][CH:5]=2. The yield is 0.520.